From a dataset of NCI-60 drug combinations with 297,098 pairs across 59 cell lines. Regression. Given two drug SMILES strings and cell line genomic features, predict the synergy score measuring deviation from expected non-interaction effect. (1) Drug 1: COC1=CC(=CC(=C1O)OC)C2C3C(COC3=O)C(C4=CC5=C(C=C24)OCO5)OC6C(C(C7C(O6)COC(O7)C8=CC=CS8)O)O. Drug 2: C#CCC(CC1=CN=C2C(=N1)C(=NC(=N2)N)N)C3=CC=C(C=C3)C(=O)NC(CCC(=O)O)C(=O)O. Cell line: IGROV1. Synergy scores: CSS=38.7, Synergy_ZIP=-1.70, Synergy_Bliss=2.94, Synergy_Loewe=3.02, Synergy_HSA=2.99. (2) Drug 1: C1=NC2=C(N1)C(=S)N=C(N2)N. Drug 2: COC1=NC(=NC2=C1N=CN2C3C(C(C(O3)CO)O)O)N. Cell line: NCI-H226. Synergy scores: CSS=14.6, Synergy_ZIP=-3.71, Synergy_Bliss=3.45, Synergy_Loewe=-15.6, Synergy_HSA=3.02. (3) Drug 1: CCC1=CC2CC(C3=C(CN(C2)C1)C4=CC=CC=C4N3)(C5=C(C=C6C(=C5)C78CCN9C7C(C=CC9)(C(C(C8N6C)(C(=O)OC)O)OC(=O)C)CC)OC)C(=O)OC.C(C(C(=O)O)O)(C(=O)O)O. Drug 2: B(C(CC(C)C)NC(=O)C(CC1=CC=CC=C1)NC(=O)C2=NC=CN=C2)(O)O. Cell line: OVCAR-8. Synergy scores: CSS=20.6, Synergy_ZIP=-0.777, Synergy_Bliss=-3.49, Synergy_Loewe=-2.76, Synergy_HSA=-3.32. (4) Drug 1: C1=CC(=CC=C1CC(C(=O)O)N)N(CCCl)CCCl.Cl. Drug 2: C1CN1P(=S)(N2CC2)N3CC3. Cell line: U251. Synergy scores: CSS=26.9, Synergy_ZIP=-10.9, Synergy_Bliss=-2.19, Synergy_Loewe=-0.587, Synergy_HSA=0.212.